From a dataset of Full USPTO retrosynthesis dataset with 1.9M reactions from patents (1976-2016). Predict the reactants needed to synthesize the given product. (1) Given the product [OH:22][CH:23]1[CH2:28][CH2:27][N:26]([CH2:2][C:3]([NH:5][C:6]2[CH:11]=[CH:10][CH:9]=[C:8]([C:12]3[CH:21]=[N:20][C:19]4[C:14](=[CH:15][CH:16]=[CH:17][CH:18]=4)[N:13]=3)[CH:7]=2)=[O:4])[CH2:25][CH2:24]1, predict the reactants needed to synthesize it. The reactants are: Br[CH2:2][C:3]([NH:5][C:6]1[CH:11]=[CH:10][CH:9]=[C:8]([C:12]2[CH:21]=[N:20][C:19]3[C:14](=[CH:15][CH:16]=[CH:17][CH:18]=3)[N:13]=2)[CH:7]=1)=[O:4].[OH:22][CH:23]1[CH2:28][CH2:27][NH:26][CH2:25][CH2:24]1. (2) The reactants are: [CH:1]([Li])([CH2:3][CH3:4])[CH3:2].CO[N:8](C)[C:9](=O)[CH2:10][CH3:11].FC(F)(F)C(O)=O.[CH2:21]1[CH2:25][O:24][CH2:23][CH2:22]1. Given the product [CH2:3]([C:1]1[NH:8][C:9]2[C:22]([CH:2]=1)=[CH:21][C:25]([O:24][CH3:23])=[CH:11][CH:10]=2)[CH3:4], predict the reactants needed to synthesize it. (3) Given the product [CH3:1][O:2][CH2:3][O:4][C:5]1[C:6]([N+:17]([O-:19])=[O:18])=[CH:7][C:8]2[CH:14]=[CH:13][C:12]([CH3:15])([CH3:16])[O:11][C:9]=2[CH:10]=1, predict the reactants needed to synthesize it. The reactants are: [CH3:1][O:2][CH2:3][O:4][C:5]1[CH:10]=[C:9]([O:11][C:12]([CH3:16])([CH3:15])[C:13]#[CH:14])[CH:8]=[CH:7][C:6]=1[N+:17]([O-:19])=[O:18]. (4) Given the product [F:1][C:2]([CH3:27])([CH3:28])[CH2:3][N:4]1[CH2:9][CH2:8][CH:7]([CH2:10][O:11][C:12]2[CH:13]=[CH:14][C:15]([C:18]3[CH:19]=[CH:20][C:21]([C:24]([N:29]4[CH2:34][CH2:33][CH2:32][C@@H:31]([OH:35])[CH2:30]4)=[O:26])=[N:22][CH:23]=3)=[CH:16][CH:17]=2)[CH2:6][CH2:5]1, predict the reactants needed to synthesize it. The reactants are: [F:1][C:2]([CH3:28])([CH3:27])[CH2:3][N:4]1[CH2:9][CH2:8][CH:7]([CH2:10][O:11][C:12]2[CH:17]=[CH:16][C:15]([C:18]3[CH:19]=[CH:20][C:21]([C:24]([OH:26])=O)=[N:22][CH:23]=3)=[CH:14][CH:13]=2)[CH2:6][CH2:5]1.[NH:29]1[CH2:34][CH2:33][CH2:32][C@@H:31]([OH:35])[CH2:30]1.CCN(C(C)C)C(C)C.CCN=C=NCCCN(C)C.C1C=CC2N(O)N=NC=2C=1. (5) Given the product [CH:11]1([C:5]2[CH:6]=[C:7]([F:10])[CH:8]=[CH:9][C:4]=2[N:1]2[C:15]([CH3:21])=[C:16]([C:17]([OH:19])=[O:18])[N:3]=[N:2]2)[CH2:13][CH2:12]1, predict the reactants needed to synthesize it. The reactants are: [N:1]([C:4]1[CH:9]=[CH:8][C:7]([F:10])=[CH:6][C:5]=1[CH:11]1[CH2:13][CH2:12]1)=[N+:2]=[N-:3].O=[C:15]([CH3:21])[CH2:16][C:17]([O:19]C)=[O:18].C[O-].[Na+].O. (6) Given the product [Br:1][C:2]1[CH:10]=[CH:9][C:8]([F:11])=[C:7]2[C:3]=1[CH2:4][CH2:5][C@@H:6]2[OH:12], predict the reactants needed to synthesize it. The reactants are: [Br:1][C:2]1[CH:10]=[CH:9][C:8]([F:11])=[C:7]2[C:3]=1[CH2:4][CH2:5][C:6]2=[O:12].C(O)=O.C(N[C@H](C(O)=O)CS)(=O)C.Cl. (7) Given the product [CH:9]1[C:10]2[NH:11][C:12]3[C:17](=[CH:16][CH:15]=[CH:14][CH:13]=3)[C:18]=2[CH:19]=[C:7]([C:5]([OH:6])=[O:4])[CH:8]=1, predict the reactants needed to synthesize it. The reactants are: [OH-].[K+].C[O:4][C:5]([C:7]1[CH:8]=[CH:9][C:10]2[NH:11][C:12]3[C:17]([C:18]=2[CH:19]=1)=[CH:16][CH:15]=[CH:14][CH:13]=3)=[O:6]. (8) Given the product [CH3:1][C:2]1[CH:7]=[CH:6][CH:5]=[CH:4][C:3]=1[C:8]([C:9]1[CH:25]=[CH:24][C:23](=[O:26])[N:14]2[C:13]3[CH2:15][CH2:16][CH2:17][CH2:18][C:12]=3[NH:11][C:10]=12)=[O:19], predict the reactants needed to synthesize it. The reactants are: [CH3:1][C:2]1[CH:7]=[CH:6][CH:5]=[CH:4][C:3]=1[C:8](=[O:19])[CH2:9][C:10]1[NH:14][C:13]2[CH2:15][CH2:16][CH2:17][CH2:18][C:12]=2[N:11]=1.C[O-].[Na+].[C:23](OC)(=[O:26])[C:24]#[CH:25]. (9) Given the product [CH3:1][C:2]1[C:6]([CH2:7][O:8][C:9]2[CH:14]=[CH:13][C:12]([S:15]([N:18]([C:19]3[N:24]=[C:23]([CH3:25])[CH:22]=[C:21]([CH3:26])[N:20]=3)[CH2:29][CH:28]([CH3:31])[CH3:30])(=[O:16])=[O:17])=[CH:11][CH:10]=2)=[C:5]([CH3:27])[O:4][N:3]=1, predict the reactants needed to synthesize it. The reactants are: [CH3:1][C:2]1[C:6]([CH2:7][O:8][C:9]2[CH:14]=[CH:13][C:12]([S:15]([NH:18][C:19]3[N:24]=[C:23]([CH3:25])[CH:22]=[C:21]([CH3:26])[N:20]=3)(=[O:17])=[O:16])=[CH:11][CH:10]=2)=[C:5]([CH3:27])[O:4][N:3]=1.[C:28](N=C(N(C)C)N(C)C)([CH3:31])([CH3:30])[CH3:29].BrCC(C)C. (10) Given the product [OH:49][C:26]1[C:25]([N:57]([CH3:58])[CH3:56])=[CH:24][CH:23]=[C:22]2[C:27]=1[CH2:28][CH2:29][NH:20][CH2:21]2, predict the reactants needed to synthesize it. The reactants are: FC1C=CC(C2N=C(C([N:20]3[CH2:29][CH2:28][C:27]4[C:22](=[CH:23][CH:24]=[CH:25][C:26]=4F)[CH2:21]3)=O)C3C(=CC=CC=3)N=2)=CC=1.FC1C=CC(C2N=C(C(O)=[O:49])C3C(=CC=CC=3)N=2)=CC=1.Cl.FC1C=CC=C2C=1C[CH2:56][NH:57][CH2:58]2.